Predict which catalyst facilitates the given reaction. From a dataset of Catalyst prediction with 721,799 reactions and 888 catalyst types from USPTO. (1) Reactant: [I:1][C:2]1[C:7]([CH3:8])=[CH:6][CH:5]=[CH:4][C:3]=1[C:9](=[O:11])[CH3:10].B(Cl)([C@H]1[C@H](C)C2C(C)(C)C(CC2)C1)[C@H]1[C@H](C)C2C(C)(C)C(CC2)C1.CO.C(CN)O. Product: [I:1][C:2]1[C:7]([CH3:8])=[CH:6][CH:5]=[CH:4][C:3]=1[C@@H:9]([OH:11])[CH3:10]. The catalyst class is: 1. (2) Reactant: [N:1]1[C:10]2[C:5](=[CH:6][CH:7]=[CH:8][C:9]=2[N:11]2[C:15]3[CH:16]=[CH:17][CH:18]=[CH:19][C:14]=3[N:13]=[C:12]2[NH:20][CH:21]2[CH2:26][CH2:25][N:24]([CH2:27][C:28](=[O:32])[CH:29]([CH3:31])[CH3:30])[CH2:23][CH2:22]2)[CH:4]=[CH:3][CH:2]=1.C1(CN)C=CC=CC=1. Product: [NH:1]1[C:10]2[C:5](=[CH:6][CH:7]=[CH:8][C:9]=2[N:11]2[C:15]3[CH:16]=[CH:17][CH:18]=[CH:19][C:14]=3[N:13]=[C:12]2[NH:20][CH:21]2[CH2:26][CH2:25][N:24]([CH2:27][C:28](=[O:32])[CH:29]([CH3:30])[CH3:31])[CH2:23][CH2:22]2)[CH2:4][CH2:3][CH2:2]1. The catalyst class is: 19. (3) Reactant: [CH3:1][O:2][C:3](=[O:13])[C:4]1[CH:12]=[CH:11][CH:10]=[C:6]([C:7]([OH:9])=[O:8])[CH:5]=1.BrC[C:16]([C:18]1[CH:23]=[CH:22][C:21]([Cl:24])=[CH:20][CH:19]=1)=[O:17].C([O-])([O-])=O.[K+].[K+]. Product: [Cl:24][C:21]1[CH:22]=[CH:23][C:18]([C:16](=[O:17])[CH2:1][O:2][C:3](=[O:13])[C:4]2[CH:12]=[CH:11][CH:10]=[C:6]([C:7]([OH:9])=[O:8])[CH:5]=2)=[CH:19][CH:20]=1. The catalyst class is: 3. (4) Product: [CH3:34][C:18]1[CH:19]=[C:20]([N:23]2[CH2:27][CH2:26][C@H:25]([N:28]3[CH2:32][CH2:31][CH2:30][C@@H:29]3[CH3:33])[CH2:24]2)[CH:21]=[CH:22][C:17]=1[N:14]1[CH2:13][CH2:12][C:11]2([CH2:10][CH2:9][NH:8][CH2:36][CH2:35]2)[C:15]1=[O:16]. Reactant: C(OC([N:8]1[CH2:36][CH2:35][C:11]2([C:15](=[O:16])[N:14]([C:17]3[CH:22]=[CH:21][C:20]([N:23]4[CH2:27][CH2:26][C@H:25]([N:28]5[CH2:32][CH2:31][CH2:30][C@@H:29]5[CH3:33])[CH2:24]4)=[CH:19][C:18]=3[CH3:34])[CH2:13][CH2:12]2)[CH2:10][CH2:9]1)=O)(C)(C)C.Cl. The catalyst class is: 12. (5) Reactant: [CH3:1][N:2]([CH3:20])[C:3]([C:5]1[CH:6]=[C:7]([O:16]CC=C)[C:8]2[N:9]([C:11]([CH3:15])=[C:12]([CH3:14])[N:13]=2)[CH:10]=1)=[O:4].[CH3:21][C:22]([CH3:24])=O. Product: [CH3:20][N:2]([CH3:1])[C:3]([C:5]1[C:6]([CH2:24][CH:22]=[CH2:21])=[C:7]([OH:16])[C:8]2[N:9]([C:11]([CH3:15])=[C:12]([CH3:14])[N:13]=2)[CH:10]=1)=[O:4]. The catalyst class is: 27. (6) Reactant: Cl[CH2:2][C:3]1[NH:4][C:5](=[O:13])[C:6]2[CH2:12][O:11][CH2:10][CH2:9][C:7]=2[N:8]=1.[C:14]1([C@H:20]([NH2:22])[CH3:21])[CH:19]=[CH:18][CH:17]=[CH:16][CH:15]=1. Product: [C:14]1([C@H:20]([NH:22][CH2:2][C:3]2[NH:4][C:5](=[O:13])[C:6]3[CH2:12][O:11][CH2:10][CH2:9][C:7]=3[N:8]=2)[CH3:21])[CH:19]=[CH:18][CH:17]=[CH:16][CH:15]=1. The catalyst class is: 8. (7) Reactant: [CH3:1][N:2]1[C:10]2[C:5](=[C:6]([CH:11]([NH2:13])[CH3:12])[CH:7]=[CH:8][CH:9]=2)[CH:4]=[CH:3]1.C([BH3-])#N.[Na+]. Product: [CH3:1][N:2]1[C:10]2[C:5](=[C:6]([CH:11]([NH2:13])[CH3:12])[CH:7]=[CH:8][CH:9]=2)[CH2:4][CH2:3]1. The catalyst class is: 15. (8) The catalyst class is: 2. Product: [F:26][C:24]([F:25])([F:27])[C:23]([N:22]([CH2:21][C:8]1([CH2:7][C:6]2[CH:5]=[CH:4][C:3]([F:2])=[CH:39][CH:38]=2)[CH2:9][CH2:10][NH:11][CH2:12][CH2:13]1)[C@@H:29]1[CH2:31][C@H:30]1[C:32]1[CH:33]=[CH:34][CH:35]=[CH:36][CH:37]=1)=[O:28]. Reactant: Cl.[F:2][C:3]1[CH:39]=[CH:38][C:6]([CH2:7][C:8]2([CH2:21][N:22]([C@@H:29]3[CH2:31][C@H:30]3[C:32]3[CH:37]=[CH:36][CH:35]=[CH:34][CH:33]=3)[C:23](=[O:28])[C:24]([F:27])([F:26])[F:25])[CH2:13][CH2:12][N:11](C(OC(C)(C)C)=O)[CH2:10][CH2:9]2)=[CH:5][CH:4]=1. (9) Reactant: [CH2:1]([O:8][C:9]([N:11]1[CH2:16][CH2:15][CH2:14][CH:13]([OH:17])[CH2:12]1)=[O:10])[C:2]1[CH:7]=[CH:6][CH:5]=[CH:4][CH:3]=1.[C:18]([O:22][C:23]([N:25]1[CH2:30][CH2:29][N:28]([C:31]2[CH:36]=[CH:35][CH:34]=[CH:33][C:32]=2O)[CH2:27][CH2:26]1)=[O:24])([CH3:21])([CH3:20])[CH3:19].C1(P(C2C=CC=CC=2)C2C=CC=CC=2)C=CC=CC=1.N(C(OC(C)C)=O)=NC(OC(C)C)=O. Product: [C:18]([O:22][C:23]([N:25]1[CH2:30][CH2:29][N:28]([C:31]2[CH:36]=[CH:35][CH:34]=[CH:33][C:32]=2[O:17][CH:13]2[CH2:14][CH2:15][CH2:16][N:11]([C:9]([O:8][CH2:1][C:2]3[CH:7]=[CH:6][CH:5]=[CH:4][CH:3]=3)=[O:10])[CH2:12]2)[CH2:27][CH2:26]1)=[O:24])([CH3:21])([CH3:19])[CH3:20]. The catalyst class is: 1.